Dataset: Catalyst prediction with 721,799 reactions and 888 catalyst types from USPTO. Task: Predict which catalyst facilitates the given reaction. (1) Product: [C:1]([O:5][C:6]([N:8]1[CH2:9][CH2:10][C:11]([OH:14])([CH2:15][S:16](=[O:32])(=[O:31])[NH2:17])[CH2:12][CH2:13]1)=[O:7])([CH3:4])([CH3:2])[CH3:3]. Reactant: [C:1]([O:5][C:6]([N:8]1[CH2:13][CH2:12][C:11]([CH2:15][S:16](=[O:32])(=[O:31])[NH:17]C(C2C=CC=CC=2)C2C=CC=CC=2)([OH:14])[CH2:10][CH2:9]1)=[O:7])([CH3:4])([CH3:3])[CH3:2].C(N(CC)CC)C. The catalyst class is: 19. (2) Reactant: [O:1]=[C:2]1[C:10]2[C:5](=[CH:6][CH:7]=[CH:8][CH:9]=2)[C:4](=[O:11])[N:3]1[CH:12]([C:18]1[CH:23]=[CH:22][C:21]([O:24][CH3:25])=[C:20]([O:26][CH2:27][CH3:28])[CH:19]=1)[CH2:13][C:14]([NH:16][OH:17])=[O:15].[C:29](OC(=O)C)(=[O:31])[CH3:30]. Product: [C:29]([O:17][NH:16][C:14](=[O:15])[CH2:13][CH:12]([N:3]1[C:4](=[O:11])[C:5]2[C:10](=[CH:9][CH:8]=[CH:7][CH:6]=2)[C:2]1=[O:1])[C:18]1[CH:23]=[CH:22][C:21]([O:24][CH3:25])=[C:20]([O:26][CH2:27][CH3:28])[CH:19]=1)(=[O:31])[CH3:30]. The catalyst class is: 10. (3) Reactant: [CH3:1][O:2][C:3]1[CH:8]=[CH:7][C:6]([N:9]2[C:13]([C:14]([O:16][CH3:17])=[O:15])=[CH:12][C:11]([C:18]([OH:20])=[O:19])=[N:10]2)=[CH:5][CH:4]=1.[CH:21](N(C(C)C)CC)(C)[CH3:22].C(O)C. Product: [CH3:1][O:2][C:3]1[CH:8]=[CH:7][C:6]([N:9]2[C:13]([C:14]([O:16][CH3:17])=[O:15])=[CH:12][C:11]([C:18]([O:20][CH2:21][CH3:22])=[O:19])=[N:10]2)=[CH:5][CH:4]=1. The catalyst class is: 309. (4) The catalyst class is: 235. Reactant: [C:1]([OH:9])(=[O:8])/[C:2](=[C:4](\[CH:6]=[O:7])/Cl)/Cl.[C:10]1(B(O)O)[CH:15]=[CH:14][CH:13]=[CH:12][CH:11]=1.[F-].[Cs+]. Product: [OH:8][CH:1]1[O:9][C:6](=[O:7])[C:4]([C:10]2[CH:15]=[CH:14][CH:13]=[CH:12][CH:11]=2)=[C:2]1[C:10]1[CH:15]=[CH:14][CH:13]=[CH:12][CH:11]=1. (5) Product: [Br:1][C:2]1[CH:7]=[CH:6][C:5]([O:8][Si:13]([CH:17]([CH3:19])[CH3:18])([CH:14]([CH3:16])[CH3:15])[CH:11]([CH3:12])[CH3:10])=[C:4]([Cl:9])[CH:3]=1. The catalyst class is: 2. Reactant: [Br:1][C:2]1[CH:7]=[CH:6][C:5]([OH:8])=[C:4]([Cl:9])[CH:3]=1.[CH3:10][CH:11]([Si:13](Cl)([CH:17]([CH3:19])[CH3:18])[CH:14]([CH3:16])[CH3:15])[CH3:12].N1C=CN=C1.